This data is from Full USPTO retrosynthesis dataset with 1.9M reactions from patents (1976-2016). The task is: Predict the reactants needed to synthesize the given product. (1) Given the product [Cl:1][C:2]1[CH:33]=[CH:32][C:5]([CH2:6][NH:7][C:8]([C:10]2[C:11](=[O:31])[C:12]3[CH:19]=[C:18]([CH2:20][O:21][CH2:22][CH:23]([C:24]4[CH:25]=[CH:26][CH:27]=[CH:28][CH:29]=4)[NH:37][CH2:34][CH2:35][CH3:36])[S:17][C:13]=3[N:14]([CH3:16])[CH:15]=2)=[O:9])=[CH:4][CH:3]=1, predict the reactants needed to synthesize it. The reactants are: [Cl:1][C:2]1[CH:33]=[CH:32][C:5]([CH2:6][NH:7][C:8]([C:10]2[C:11](=[O:31])[C:12]3[CH:19]=[C:18]([CH2:20][O:21][CH2:22][C:23](=O)[C:24]4[CH:29]=[CH:28][CH:27]=[CH:26][CH:25]=4)[S:17][C:13]=3[N:14]([CH3:16])[CH:15]=2)=[O:9])=[CH:4][CH:3]=1.[CH2:34]([NH2:37])[CH2:35][CH3:36].CCOC(C)=O. (2) The reactants are: [Cl:1][C:2]1[CH:7]=[C:6]([Cl:8])[CH:5]=[CH:4][C:3]=1[NH:9][C:10]1[N:14]([CH2:15][CH2:16][C:17]([O:19]CC)=[O:18])[C:13]2[C:22]([N:26]([CH2:29][CH3:30])[CH2:27][CH3:28])=[CH:23][CH:24]=[CH:25][C:12]=2[N:11]=1.[OH-].[Na+].Cl. Given the product [Cl:1][C:2]1[CH:7]=[C:6]([Cl:8])[CH:5]=[CH:4][C:3]=1[NH:9][C:10]1[N:14]([CH2:15][CH2:16][C:17]([OH:19])=[O:18])[C:13]2[C:22]([N:26]([CH2:27][CH3:28])[CH2:29][CH3:30])=[CH:23][CH:24]=[CH:25][C:12]=2[N:11]=1, predict the reactants needed to synthesize it. (3) Given the product [Cl:10][C:11]1[CH:33]=[C:32]([Cl:34])[CH:31]=[CH:30][C:12]=1[CH2:13][NH:14][C:15]1[N:20]2[N:21]=[CH:22][CH:23]=[C:19]2[N:18]=[C:17]([N:24]2[CH2:25][CH2:26][N:27]([C:1]([C:2]3[CH:7]=[CH:6][CH:5]=[CH:4][CH:3]=3)=[O:8])[CH2:28][CH2:29]2)[CH:16]=1, predict the reactants needed to synthesize it. The reactants are: [C:1](Cl)(=[O:8])[C:2]1[CH:7]=[CH:6][CH:5]=[CH:4][CH:3]=1.[Cl:10][C:11]1[CH:33]=[C:32]([Cl:34])[CH:31]=[CH:30][C:12]=1[CH2:13][NH:14][C:15]1[N:20]2[N:21]=[CH:22][CH:23]=[C:19]2[N:18]=[C:17]([N:24]2[CH2:29][CH2:28][NH:27][CH2:26][CH2:25]2)[CH:16]=1.C(OCC)(=O)C. (4) Given the product [NH2:1][C:2]1[N:6]([CH:7]2[CH2:12][CH2:11][CH2:10][N:9]([C:13]#[N:14])[CH2:8]2)[N:5]=[C:4]([C:15]2[CH:20]=[CH:19][C:18]([O:21][C:22]3[CH:27]=[CH:26][C:25]([F:33])=[CH:24][CH:23]=3)=[CH:17][CH:16]=2)[C:3]=1[C:30]([NH2:32])=[O:31], predict the reactants needed to synthesize it. The reactants are: [NH2:1][C:2]1[N:6]([CH:7]2[CH2:12][CH2:11][CH2:10][N:9]([C:13]#[N:14])[CH2:8]2)[N:5]=[C:4]([C:15]2[CH:20]=[CH:19][C:18]([O:21][C:22]3[CH:27]=[CH:26][C:25](Cl)=[C:24](C)[CH:23]=3)=[CH:17][CH:16]=2)[C:3]=1[C:30]([NH2:32])=[O:31].[F:33]C1C=CC(O)=CC=1. (5) Given the product [N:30]1([C:51]2[CH:50]=[C:49]([NH:52][C:53]([C:55]3[O:56][C:57]4[C:62]([C:63](=[O:65])[CH:64]=3)=[CH:61][CH:60]=[CH:59][C:58]=4[N:66]3[CH2:67][CH2:68][N:69]([CH3:72])[CH2:70][CH2:71]3)=[O:54])[CH:48]=[CH:47][CH:46]=2)[CH2:35][CH2:34][O:33][CH2:32][CH2:31]1, predict the reactants needed to synthesize it. The reactants are: CN1CCN(C2C=CC3C(C=2)=CC=C2C=3OC(C(NC3C=CC([N:30]4[CH2:35][CH2:34][O:33][CH2:32][CH2:31]4)=CC=3)=O)=CC2=O)CC1.N1(C([C:46]2[CH:51]=[CH:50][C:49]([NH:52][C:53]([C:55]3[O:56][C:57]4[C:62]([C:63](=[O:65])[CH:64]=3)=[CH:61][CH:60]=[CH:59][C:58]=4[N:66]3[CH2:71][CH2:70][N:69]([CH3:72])[CH2:68][CH2:67]3)=[O:54])=[CH:48][CH:47]=2)=O)CCOCC1. (6) Given the product [CH3:13][Si:14]([CH3:21])([CH3:20])[O:12][C:2]1[N:3]=[C:4]([O:11][Si:14]([CH3:21])([CH3:20])[CH3:13])[C:5]2[C:10](=[CH:9][CH:8]=[CH:7][CH:6]=2)[N:1]=1, predict the reactants needed to synthesize it. The reactants are: [NH:1]1[C:10]2[C:5](=[CH:6][CH:7]=[CH:8][CH:9]=2)[C:4](=[O:11])[NH:3][C:2]1=[O:12].[CH3:13][Si:14]([CH3:21])([CH3:20])N[Si:14]([CH3:21])([CH3:20])[CH3:13].S(=O)(=O)(O)O. (7) Given the product [CH2:9]([O:8][P:7]([CH2:6][CH2:5][C:4]([NH:34][C:37]([O:55][CH2:48][C:49]1[CH:54]=[CH:53][CH:52]=[CH:51][CH:50]=1)=[O:41])([CH3:31])[CH2:15][CH2:16][C:17]1[CH:22]=[CH:21][C:20]([CH2:23][CH2:24][CH2:25][CH2:26][CH2:27][CH2:28][CH2:29][CH3:30])=[CH:19][CH:18]=1)(=[O:14])[O:11][CH2:12][CH3:13])[CH3:10], predict the reactants needed to synthesize it. The reactants are: C([C:4]([CH3:31])([CH2:15][CH2:16][C:17]1[CH:22]=[CH:21][C:20]([CH2:23][CH2:24][CH2:25][CH2:26][CH2:27][CH2:28][CH2:29][CH3:30])=[CH:19][CH:18]=1)[CH2:5][CH2:6][P:7](=[O:14])([O:11][CH2:12][CH3:13])[O:8][CH2:9][CH3:10])(O)=O.C([N:34]([CH2:37]C)CC)C.ClC(OC)=[O:41].[N-]=[N+]=[N-].[Na+].[CH2:48]([OH:55])[C:49]1[CH:54]=[CH:53][CH:52]=[CH:51][CH:50]=1. (8) Given the product [N:1]1([CH2:6][CH2:7][CH2:8][CH2:9][NH:10][C:11]([C:13]2[CH:18]=[C:17]([O:19][C:20]3[CH:25]=[CH:24][C:23]4[O:26][C:36]([NH:35][C:32]5[CH:33]=[CH:34][C:29]([Cl:28])=[C:30]([C:38]([F:41])([F:39])[F:40])[CH:31]=5)=[N:27][C:22]=4[CH:21]=3)[CH:16]=[CH:15][N:14]=2)=[O:12])[CH2:5][CH2:4][CH2:3][CH2:2]1, predict the reactants needed to synthesize it. The reactants are: [N:1]1([CH2:6][CH2:7][CH2:8][CH2:9][NH:10][C:11]([C:13]2[CH:18]=[C:17]([O:19][C:20]3[CH:25]=[CH:24][C:23]([OH:26])=[C:22]([NH2:27])[CH:21]=3)[CH:16]=[CH:15][N:14]=2)=[O:12])[CH2:5][CH2:4][CH2:3][CH2:2]1.[Cl:28][C:29]1[CH:34]=[CH:33][C:32]([N:35]=[C:36]=S)=[CH:31][C:30]=1[C:38]([F:41])([F:40])[F:39].CC#N.C(Cl)CCl.